From a dataset of Reaction yield outcomes from USPTO patents with 853,638 reactions. Predict the reaction yield, written as a fraction of the theoretical maximum amount of product (1.0 means a 100% yield; for example, 0.34 means a 34% yield). The reactants are [Cl:1][C:2]1[C:3]([CH3:30])=[N:4][O:5][C:6]=1[NH:7][S:8]([C:11]1[CH:15]=[CH:14][S:13][C:12]=1[C:16](=[O:29])[CH2:17][C:18]1[C:23]([CH3:24])=[CH:22][C:21]([CH3:25])=[C:20]([O:26]C)[C:19]=1[CH3:28])(=[O:10])=[O:9].B(Br)(Br)Br. The catalyst is ClCCl. The product is [Cl:1][C:2]1[C:3]([CH3:30])=[N:4][O:5][C:6]=1[NH:7][S:8]([C:11]1[CH:15]=[CH:14][S:13][C:12]=1[C:16](=[O:29])[CH2:17][C:18]1[C:23]([CH3:24])=[CH:22][C:21]([CH3:25])=[C:20]([OH:26])[C:19]=1[CH3:28])(=[O:10])=[O:9]. The yield is 0.850.